Dataset: Catalyst prediction with 721,799 reactions and 888 catalyst types from USPTO. Task: Predict which catalyst facilitates the given reaction. (1) Reactant: [CH2:1]([N:4]([CH2:8][C:9]1[CH:14]=[CH:13][C:12]([NH:15][C:16](=[O:33])[C:17]2[CH:22]=[CH:21][C:20]([CH2:23][NH:24][CH2:25][C:26]3[CH:31]=[CH:30][C:29]([CH3:32])=[CH:28][N:27]=3)=[CH:19][CH:18]=2)=[CH:11][CH:10]=1)[CH2:5][CH2:6][CH3:7])[CH2:2][CH3:3].[CH3:34][N:35]1[CH:39]=[CH:38][N:37]=[C:36]1[CH:40]=O.C([BH3-])#N.[Na+].[OH-].[Na+]. Product: [CH2:1]([N:4]([CH2:8][C:9]1[CH:10]=[CH:11][C:12]([NH:15][C:16](=[O:33])[C:17]2[CH:22]=[CH:21][C:20]([CH2:23][N:24]([CH2:40][C:36]3[N:35]([CH3:34])[CH:39]=[CH:38][N:37]=3)[CH2:25][C:26]3[CH:31]=[CH:30][C:29]([CH3:32])=[CH:28][N:27]=3)=[CH:19][CH:18]=2)=[CH:13][CH:14]=1)[CH2:5][CH2:6][CH3:7])[CH2:2][CH3:3]. The catalyst class is: 130. (2) Reactant: [OH:1][CH:2]([CH3:31])[CH2:3][C@H:4]1[CH2:15][CH2:14][C:13]2[S:12][C:11]3[N:10]=[CH:9][N:8]=[C:7]([NH:16][CH:17]4[CH2:22][CH2:21][CH:20]([NH:23]C(=O)OC(C)(C)C)[CH2:19][CH2:18]4)[C:6]=3[C:5]1=2.Cl. Product: [NH2:23][CH:20]1[CH2:21][CH2:22][CH:17]([NH:16][C:7]2[C:6]3[C:5]4[C@@H:4]([CH2:3][CH:2]([OH:1])[CH3:31])[CH2:15][CH2:14][C:13]=4[S:12][C:11]=3[N:10]=[CH:9][N:8]=2)[CH2:18][CH2:19]1. The catalyst class is: 4. (3) Reactant: [Cl-].[Cl-].[Cl-].[Al+3].[F:5][C:6]1[C:15]2[C:10](=[CH:11][CH:12]=[CH:13][CH:14]=2)[CH:9]=[CH:8][CH:7]=1.[C:16]1([S:22](Cl)(=[O:24])=[O:23])[CH:21]=[CH:20][CH:19]=[CH:18][CH:17]=1. Product: [F:5][C:6]1[C:15]2[C:10](=[CH:11][CH:12]=[CH:13][CH:14]=2)[C:9]([S:22]([C:16]2[CH:21]=[CH:20][CH:19]=[CH:18][CH:17]=2)(=[O:24])=[O:23])=[CH:8][CH:7]=1. The catalyst class is: 463. (4) The catalyst class is: 7. Product: [Br:27][C:10]1[N:6]([S:3]([N:2]([CH3:15])[CH3:1])(=[O:5])=[O:4])[N:7]=[C:8]([C:11]([F:14])([F:12])[F:13])[CH:9]=1. Reactant: [CH3:1][N:2]([CH3:15])[S:3]([N:6]1[CH:10]=[CH:9][C:8]([C:11]([F:14])([F:13])[F:12])=[N:7]1)(=[O:5])=[O:4].C([Li])CCC.C1CCCCC1.[Br:27]Br. (5) Product: [F:19][C:20]1[C:21]([OH:29])=[C:22]([CH:26]=[CH:27][CH:28]=1)[C:23]([NH:1]/[C:2](/[CH3:18])=[C:3](\[C:4]([NH:6][CH2:7][CH2:8][C:9]1[CH:14]=[CH:13][CH:12]=[CH:11][C:10]=1[F:15])=[O:5])/[CH2:16][CH3:17])=[O:24]. Reactant: [NH2:1]/[C:2](/[CH3:18])=[C:3](/[CH2:16][CH3:17])\[C:4]([NH:6][CH2:7][CH2:8][C:9]1[CH:14]=[CH:13][CH:12]=[CH:11][C:10]=1[F:15])=[O:5].[F:19][C:20]1[C:21]([OH:29])=[C:22]([CH:26]=[CH:27][CH:28]=1)[C:23](O)=[O:24].C(Cl)CCl.C1C=CC2N(O)N=NC=2C=1. The catalyst class is: 49.